This data is from Catalyst prediction with 721,799 reactions and 888 catalyst types from USPTO. The task is: Predict which catalyst facilitates the given reaction. (1) Product: [Si:25]([O:24][CH2:23][C:22]1[CH:21]=[C:20]([C:32]([F:35])([F:34])[F:33])[N:19]=[C:18]([O:36][CH3:37])[C:17]=1[CH2:16][CH2:15][NH2:14])([C:28]([CH3:31])([CH3:30])[CH3:29])([CH3:27])[CH3:26]. Reactant: C([NH:14][CH2:15][CH2:16][C:17]1[C:18]([O:36][CH3:37])=[N:19][C:20]([C:32]([F:35])([F:34])[F:33])=[CH:21][C:22]=1[CH2:23][O:24][Si:25]([C:28]([CH3:31])([CH3:30])[CH3:29])([CH3:27])[CH3:26])(C1C=CC=CC=1)C1C=CC=CC=1.[H][H]. The catalyst class is: 29. (2) Product: [OH:9][NH:8][C:6]([C:5]1[CH:10]=[N:12][CH:13]=[N:14][CH:4]=1)=[NH:7]. The catalyst class is: 6. Reactant: ClC1C=[CH:10][C:5]([C:6]([NH:8][OH:9])=[NH:7])=[CH:4]C=1.[N:12]1C=C(C#N)C=[N:14][CH:13]=1.Cl.NO.C(=O)([O-])[O-].[Na+].[Na+]. (3) Reactant: [CH2:1]([O:11][C:12]1[CH:13]=[C:14]([CH:17]=[C:18]([O:20][CH2:21][CH2:22][CH2:23][CH2:24][CH2:25][CH2:26][CH2:27][CH2:28][CH2:29][CH3:30])[CH:19]=1)[CH2:15]Cl)[CH2:2][CH2:3][CH2:4][CH2:5][CH2:6][CH2:7][CH2:8][CH2:9][CH3:10].[N-:31]=[N+:32]=[N-:33].[Na+]. Product: [CH2:1]([O:11][C:12]1[CH:13]=[C:14]([CH:17]=[C:18]([O:20][CH2:21][CH2:22][CH2:23][CH2:24][CH2:25][CH2:26][CH2:27][CH2:28][CH2:29][CH3:30])[CH:19]=1)[CH2:15][N:31]=[N+:32]=[N-:33])[CH2:2][CH2:3][CH2:4][CH2:5][CH2:6][CH2:7][CH2:8][CH2:9][CH3:10]. The catalyst class is: 3. (4) Reactant: C([O-])([O-])=O.[K+].[K+].S([O:12][CH3:13])(OC)(=O)=O.[F:14][C:15]1[CH:20]=[CH:19][C:18]([CH2:21][CH2:22][CH:23]2[O:28][C:27](=[O:29])[CH2:26][C:25](=O)[CH2:24]2)=[CH:17][CH:16]=1. Product: [F:14][C:15]1[CH:16]=[CH:17][C:18]([CH2:21][CH2:22][C@@H:23]2[O:28][C:27](=[O:29])[CH:26]=[C:25]([O:12][CH3:13])[CH2:24]2)=[CH:19][CH:20]=1. The catalyst class is: 21. (5) Reactant: [Cl-].[Al+3].[Cl-].[Cl-].[C:5]1(=[O:15])[C:14]2[C:9](=[CH:10][CH:11]=[CH:12][CH:13]=2)[CH2:8][CH2:7][CH2:6]1.[Br:16]Br.Cl. Product: [Br:16][C:10]1[CH:11]=[CH:12][CH:13]=[C:14]2[C:9]=1[CH2:8][CH2:7][CH2:6][C:5]2=[O:15].[Br:16][C:12]1[CH:13]=[C:14]2[C:9]([CH2:8][CH2:7][CH2:6][C:5]2=[O:15])=[CH:10][CH:11]=1. The catalyst class is: 6. (6) Reactant: [N:1]1[CH:6]=[CH:5][CH:4]=[C:3]([CH:7]=O)[CH:2]=1.[C:9]([OH:15])(=[O:14])[CH2:10]C(O)=O.C([O-])(=O)C.[NH4+:20]. Product: [CH:5]1[CH:6]=[N:1][CH:2]=[C:3]([CH:7]([NH2:20])[CH2:10][C:9]([OH:15])=[O:14])[CH:4]=1. The catalyst class is: 8. (7) Reactant: [Br-].[C:2]([NH:5][C:6]1[S:7][CH:8]=[C:9]([CH2:11][P+](C2C=CC=CC=2)(C2C=CC=CC=2)C2C=CC=CC=2)[N:10]=1)(=[O:4])[CH3:3].[OH:31][C:32]1[CH:39]=[CH:38][C:35]([CH:36]=O)=[CH:34][CH:33]=1.CC(C)([O-])C.[K+].O. Product: [OH:31][C:32]1[CH:39]=[CH:38][C:35]([CH:36]=[CH:11][C:9]2[N:10]=[C:6]([NH:5][C:2](=[O:4])[CH3:3])[S:7][CH:8]=2)=[CH:34][CH:33]=1. The catalyst class is: 42. (8) Reactant: Cl[C:2]1[C:3]2[CH:24]=[C:23]([Cl:25])[CH:22]=[CH:21][C:4]=2[N:5]([CH2:18][CH2:19]Cl)[C:6](=[O:17])[CH:7]([CH2:9][C:10]2[CH:15]=[CH:14][CH:13]=[CH:12][C:11]=2[Cl:16])[N:8]=1.[CH3:26][N:27]1[C:31]2[CH:32]=[C:33](B3OC(C)(C)C(C)(C)O3)[CH:34]=[CH:35][C:30]=2[NH:29][C:28]1=[O:45].[Cl-].[Li+].[OH2:48].[OH-].[Cs+]. Product: [Cl:25][C:23]1[CH:22]=[CH:21][C:4]2[N:5]([CH2:18][CH2:19][OH:48])[C:6](=[O:17])[CH:7]([CH2:9][C:10]3[CH:15]=[CH:14][CH:13]=[CH:12][C:11]=3[Cl:16])[N:8]=[C:2]([C:33]3[CH:34]=[CH:35][C:30]4[NH:29][C:28](=[O:45])[N:27]([CH3:26])[C:31]=4[CH:32]=3)[C:3]=2[CH:24]=1. The catalyst class is: 872.